This data is from NCI-60 drug combinations with 297,098 pairs across 59 cell lines. The task is: Regression. Given two drug SMILES strings and cell line genomic features, predict the synergy score measuring deviation from expected non-interaction effect. (1) Drug 1: CS(=O)(=O)CCNCC1=CC=C(O1)C2=CC3=C(C=C2)N=CN=C3NC4=CC(=C(C=C4)OCC5=CC(=CC=C5)F)Cl. Cell line: MDA-MB-435. Synergy scores: CSS=37.4, Synergy_ZIP=-1.48, Synergy_Bliss=1.43, Synergy_Loewe=-40.5, Synergy_HSA=0.800. Drug 2: CN(CC1=CN=C2C(=N1)C(=NC(=N2)N)N)C3=CC=C(C=C3)C(=O)NC(CCC(=O)O)C(=O)O. (2) Drug 1: CC1=C2C(C(=O)C3(C(CC4C(C3C(C(C2(C)C)(CC1OC(=O)C(C(C5=CC=CC=C5)NC(=O)OC(C)(C)C)O)O)OC(=O)C6=CC=CC=C6)(CO4)OC(=O)C)OC)C)OC. Drug 2: CC12CCC3C(C1CCC2O)C(CC4=C3C=CC(=C4)O)CCCCCCCCCS(=O)CCCC(C(F)(F)F)(F)F. Cell line: 786-0. Synergy scores: CSS=62.5, Synergy_ZIP=11.9, Synergy_Bliss=11.9, Synergy_Loewe=-13.9, Synergy_HSA=11.3. (3) Drug 1: CN1CCC(CC1)COC2=C(C=C3C(=C2)N=CN=C3NC4=C(C=C(C=C4)Br)F)OC. Drug 2: C1CNP(=O)(OC1)N(CCCl)CCCl. Cell line: BT-549. Synergy scores: CSS=-1.47, Synergy_ZIP=0.626, Synergy_Bliss=2.80, Synergy_Loewe=0.106, Synergy_HSA=0.344. (4) Drug 1: CC1=C2C(C(=O)C3(C(CC4C(C3C(C(C2(C)C)(CC1OC(=O)C(C(C5=CC=CC=C5)NC(=O)C6=CC=CC=C6)O)O)OC(=O)C7=CC=CC=C7)(CO4)OC(=O)C)O)C)OC(=O)C. Drug 2: CC1=C(N=C(N=C1N)C(CC(=O)N)NCC(C(=O)N)N)C(=O)NC(C(C2=CN=CN2)OC3C(C(C(C(O3)CO)O)O)OC4C(C(C(C(O4)CO)O)OC(=O)N)O)C(=O)NC(C)C(C(C)C(=O)NC(C(C)O)C(=O)NCCC5=NC(=CS5)C6=NC(=CS6)C(=O)NCCC[S+](C)C)O. Cell line: NCIH23. Synergy scores: CSS=47.9, Synergy_ZIP=-5.30, Synergy_Bliss=-5.78, Synergy_Loewe=-2.65, Synergy_HSA=0.927.